From a dataset of Reaction yield outcomes from USPTO patents with 853,638 reactions. Predict the reaction yield, written as a fraction of the theoretical maximum amount of product (1.0 means a 100% yield; for example, 0.34 means a 34% yield). (1) The reactants are C1N=CN([C:6](N2C=NC=C2)=[O:7])C=1.[C:13]([OH:22])(=[O:21])[C:14]1[C:15](=[CH:17][CH:18]=[CH:19][CH:20]=1)[NH2:16].O1CCOC[CH2:24]1. No catalyst specified. The product is [CH3:24][C:20]1[C:14]2[C:13](=[O:22])[O:21][C:6](=[O:7])[NH:16][C:15]=2[CH:17]=[CH:18][CH:19]=1. The yield is 0.870. (2) The reactants are [CH2:1]([N:8]1[C:17]2[C:12](=[C:13]([N:19]3[CH2:24][CH2:23][N:22]([CH3:25])[CH2:21][CH2:20]3)[CH:14]=[C:15]([Cl:18])[CH:16]=2)[C:11](=[O:26])[N:10]([CH2:27][C:28]2[CH:33]=[CH:32][CH:31]=[CH:30][C:29]=2[O:34]C)[C:9]1=[O:36])[C:2]1[CH:7]=[CH:6][CH:5]=[CH:4][CH:3]=1.B(Br)(Br)Br. The catalyst is C(Cl)Cl. The product is [CH2:1]([N:8]1[C:17]2[C:12](=[C:13]([N:19]3[CH2:24][CH2:23][N:22]([CH3:25])[CH2:21][CH2:20]3)[CH:14]=[C:15]([Cl:18])[CH:16]=2)[C:11](=[O:26])[N:10]([CH2:27][C:28]2[CH:33]=[CH:32][CH:31]=[CH:30][C:29]=2[OH:34])[C:9]1=[O:36])[C:2]1[CH:7]=[CH:6][CH:5]=[CH:4][CH:3]=1. The yield is 0.950. (3) The catalyst is O.C1(C)C=CC=CC=1. The yield is 0.860. The product is [NH:2]([C:12]([CH2:11][CH:10]([CH2:6][CH:7]([CH3:9])[CH3:8])[CH2:16][C:15]([OH:14])=[O:17])=[O:13])[NH2:3]. The reactants are O.[NH2:2][NH2:3].[OH-].[Na+].[CH2:6]([CH:10]1[CH2:16][C:15](=[O:17])[O:14][C:12](=[O:13])[CH2:11]1)[CH:7]([CH3:9])[CH3:8].C(O)(C)C. (4) The reactants are [Cl:1][C:2]1[N:10]=[C:9]2[C:5]([NH:6][CH:7]=[N:8]2)=[C:4]([Cl:11])[N:3]=1.[H-].[Na+].I[CH:15]([CH3:17])[CH3:16].C(OCC)C. The catalyst is CN(C=O)C. The product is [Cl:1][C:2]1[N:10]=[C:9]2[C:5]([N:6]=[CH:7][N:8]2[CH:15]([CH3:17])[CH3:16])=[C:4]([Cl:11])[N:3]=1. The yield is 0.470. (5) The reactants are [NH:1]=[C:2]([NH:4][NH:5][C:6]([C:8]1[S:9][CH:10]=[C:11]([C:13]2[CH:18]=[CH:17][C:16]([O:19][C:20]([F:23])([F:22])[F:21])=[CH:15][CH:14]=2)[N:12]=1)=O)[CH3:3].O. The yield is 1.00. The product is [CH3:3][C:2]1[NH:4][N:5]=[C:6]([C:8]2[S:9][CH:10]=[C:11]([C:13]3[CH:18]=[CH:17][C:16]([O:19][C:20]([F:23])([F:22])[F:21])=[CH:15][CH:14]=3)[N:12]=2)[N:1]=1. The catalyst is C(O)CO. (6) The reactants are [NH2:1][C:2]1[C:3]([Cl:21])=[C:4]([CH:10]2[CH2:13][N:12]([C:14]([O:16][C:17]([CH3:20])([CH3:19])[CH3:18])=[O:15])[CH2:11]2)[CH:5]=[C:6]([C:8]#[N:9])[CH:7]=1.Cl[C:23]1[N:28]=[C:27]([N:29]([CH2:39][CH3:40])[CH2:30][C:31]2[CH:36]=[CH:35][C:34]([O:37][CH3:38])=[CH:33][CH:32]=2)[C:26]2=[N:41][CH:42]=[C:43]([C:44]#[N:45])[N:25]2[N:24]=1.C1(P(C2C=CC=CC=2)C2C3OC4C(=CC=CC=4P(C4C=CC=CC=4)C4C=CC=CC=4)C(C)(C)C=3C=CC=2)C=CC=CC=1. The catalyst is C1C=CC(P(C2C=CC=CC=2)[C-]2C=CC=C2)=CC=1.C1C=CC(P(C2C=CC=CC=2)[C-]2C=CC=C2)=CC=1.[Fe+2].CC([O-])=O.CC([O-])=O.[Pd+2]. The product is [Cl:21][C:3]1[C:2]([NH:1][C:23]2[N:28]=[C:27]([N:29]([CH2:39][CH3:40])[CH2:30][C:31]3[CH:32]=[CH:33][C:34]([O:37][CH3:38])=[CH:35][CH:36]=3)[C:26]3=[N:41][CH:42]=[C:43]([C:44]#[N:45])[N:25]3[N:24]=2)=[CH:7][C:6]([C:8]#[N:9])=[CH:5][C:4]=1[CH:10]1[CH2:11][N:12]([C:14]([O:16][C:17]([CH3:18])([CH3:20])[CH3:19])=[O:15])[CH2:13]1. The yield is 0.670. (7) The reactants are Br[C:2]1[CH:14]=[CH:13][C:5]([CH2:6][N:7]2[CH2:12][CH2:11][O:10][CH2:9][CH2:8]2)=[CH:4][CH:3]=1.[B:15]1([B:15]2[O:19][C:18]([CH3:21])([CH3:20])[C:17]([CH3:23])([CH3:22])[O:16]2)[O:19][C:18]([CH3:21])([CH3:20])[C:17]([CH3:23])([CH3:22])[O:16]1.C([O-])(=O)C.[K+]. The catalyst is CN(C=O)C.C(OCC)(=O)C.C1C=CC(P(C2C=CC=CC=2)[C-]2C=CC=C2)=CC=1.C1C=CC(P(C2C=CC=CC=2)[C-]2C=CC=C2)=CC=1.Cl[Pd]Cl.[Fe+2]. The product is [CH3:22][C:17]1([CH3:23])[C:18]([CH3:21])([CH3:20])[O:19][B:15]([C:2]2[CH:14]=[CH:13][C:5]([CH2:6][N:7]3[CH2:12][CH2:11][O:10][CH2:9][CH2:8]3)=[CH:4][CH:3]=2)[O:16]1. The yield is 0.840. (8) The reactants are [CH:1]([C:4]1[O:8][C:7]([C:9]2[CH:17]=[CH:16][C:12]([C:13]([OH:15])=O)=[CH:11][N:10]=2)=[N:6][N:5]=1)([CH3:3])[CH3:2].[NH2:18][CH2:19][CH2:20][NH:21][C:22]([C:24]1[C:25]([C:35]([F:38])([F:37])[F:36])=[N:26][N:27]([C:29]2[CH:34]=[CH:33][CH:32]=[CH:31][CH:30]=2)[CH:28]=1)=[O:23].CCN=C=NCCCN(C)C.Cl.C1C=CC2N(O)N=NC=2C=1.O.C(N(CC)CC)C. The catalyst is CC#N.CCOC(C)=O. The product is [CH:1]([C:4]1[O:8][C:7]([C:9]2[CH:17]=[CH:16][C:12]([C:13]([NH:18][CH2:19][CH2:20][NH:21][C:22]([C:24]3[C:25]([C:35]([F:37])([F:38])[F:36])=[N:26][N:27]([C:29]4[CH:34]=[CH:33][CH:32]=[CH:31][CH:30]=4)[CH:28]=3)=[O:23])=[O:15])=[CH:11][N:10]=2)=[N:6][N:5]=1)([CH3:2])[CH3:3]. The yield is 0.510.